Dataset: Forward reaction prediction with 1.9M reactions from USPTO patents (1976-2016). Task: Predict the product of the given reaction. (1) The product is: [CH3:1][O:2][C:3]([C:4]1[C:5](=[O:21])[N:6]([CH3:23])[C:7]([C:11]2[CH:16]=[CH:15][CH:14]=[C:13]([C:17]([F:18])([F:19])[F:20])[CH:12]=2)=[CH:8][C:9]=1[CH3:10])=[O:22]. Given the reactants [CH3:1][O:2][C:3](=[O:22])[C:4]1[C:9]([CH3:10])=[CH:8][C:7]([C:11]2[CH:16]=[CH:15][CH:14]=[C:13]([C:17]([F:20])([F:19])[F:18])[CH:12]=2)=[N:6][C:5]=1[OH:21].[CH3:23]OC(C1C(=O)NC(C2C=CC=C(C(F)(F)F)C=2)=CC=1C)=O.C(=O)([O-])[O-].[Cs+].[Cs+].IC, predict the reaction product. (2) Given the reactants [C:1]1([CH3:21])[CH:6]=[C:5]([CH3:7])[CH:4]=[C:3]([CH3:8])[C:2]=1[N:9](C1C=CC=CC=1)[C:10](=[O:14])[C:11]([OH:13])=O.ON1C2C=CC=CC=2N=N1.C1(N=C=NC2CCCCC2)CCCCC1.[NH2:47][C:48]1[CH:53]=[C:52]([CH3:54])[CH:51]=[C:50]([C:55]([CH3:58])([CH3:57])[CH3:56])[C:49]=1[OH:59], predict the reaction product. The product is: [C:3]1([CH3:8])[CH:4]=[C:5]([CH3:7])[CH:6]=[C:1]([CH3:21])[C:2]=1[NH:9][C:10](=[O:14])[C:11]([NH:47][C:48]1[CH:53]=[C:52]([CH3:54])[CH:51]=[C:50]([C:55]([CH3:57])([CH3:56])[CH3:58])[C:49]=1[OH:59])=[O:13]. (3) The product is: [CH2:44]([N:8]1[C:9]2[CH:10]=[CH:11][CH:12]=[CH:13][C:14]=2[C:6]2[N:5]=[C:4]([S:15][CH2:16][C:17]([O:19][C:20]([CH3:22])([CH3:23])[CH3:21])=[O:18])[N:3]([C:24]3[CH:29]=[CH:28][CH:27]=[CH:26][CH:25]=3)[C:2](=[O:1])[C:7]1=2)[CH2:43][CH2:42][CH2:41][CH2:40][CH2:39][CH2:38][CH2:37][CH2:36][CH2:35][CH2:34][CH3:33]. Given the reactants [O:1]=[C:2]1[C:7]2[NH:8][C:9]3[CH:10]=[CH:11][CH:12]=[CH:13][C:14]=3[C:6]=2[N:5]=[C:4]([S:15][CH2:16][C:17]([O:19][C:20]([CH3:23])([CH3:22])[CH3:21])=[O:18])[N:3]1[C:24]1[CH:29]=[CH:28][CH:27]=[CH:26][CH:25]=1.[H-].[Na+].Br[CH2:33][CH2:34][CH2:35][CH2:36][CH2:37][CH2:38][CH2:39][CH2:40][CH2:41][CH2:42][CH2:43][CH3:44], predict the reaction product. (4) Given the reactants [C:1]1([C:7]2[C:8]([C:16]3[CH:23]=[CH:22][C:19]([CH:20]=O)=[CH:18][CH:17]=3)=[N:9][C:10]3[N:11]([CH:13]=[CH:14][N:15]=3)[CH:12]=2)[CH:6]=[CH:5][CH:4]=[CH:3][CH:2]=1.Cl.[NH:25]1[CH2:30][CH2:29][CH:28]([C:31]2[NH:39][C:34]3=[N:35][CH:36]=[CH:37][CH:38]=[C:33]3[N:32]=2)[CH2:27][CH2:26]1, predict the reaction product. The product is: [C:1]1([C:7]2[C:8]([C:16]3[CH:23]=[CH:22][C:19]([CH2:20][N:25]4[CH2:26][CH2:27][CH:28]([C:31]5[NH:39][C:34]6=[N:35][CH:36]=[CH:37][CH:38]=[C:33]6[N:32]=5)[CH2:29][CH2:30]4)=[CH:18][CH:17]=3)=[N:9][C:10]3[N:11]([CH:13]=[CH:14][N:15]=3)[CH:12]=2)[CH:6]=[CH:5][CH:4]=[CH:3][CH:2]=1. (5) Given the reactants [NH:1]1[CH2:11][CH2:10][CH2:9][CH:3]([C:4]([O:6][CH2:7][CH3:8])=[O:5])[CH2:2]1.C(N(CC)CC)C.[C:19]([O:23][C:24](O[C:24]([O:23][C:19]([CH3:22])([CH3:21])[CH3:20])=[O:25])=[O:25])([CH3:22])([CH3:21])[CH3:20], predict the reaction product. The product is: [CH2:7]([O:6][C:4]([CH:3]1[CH2:9][CH2:10][CH2:11][N:1]([C:24]([O:23][C:19]([CH3:22])([CH3:21])[CH3:20])=[O:25])[CH2:2]1)=[O:5])[CH3:8]. (6) The product is: [Cl:1][C:2]1[CH:19]=[CH:18][CH:17]=[CH:16][C:3]=1[C:4]([C:6]1[C:12]([OH:13])=[N:20][C:21]([S:22][CH3:24])=[N:23][CH:7]=1)=[O:5]. Given the reactants [Cl:1][C:2]1[CH:19]=[CH:18][CH:17]=[CH:16][C:3]=1[C:4]([C:6](=[CH:12][O:13]CC)[C:7](OCC)=O)=[O:5].[NH2:20][C:21]([NH2:23])=[S:22].[CH3:24][O-].[Na+].CO.IC, predict the reaction product. (7) Given the reactants O[CH:2]=[C:3]1[C:11]2[C:6](=[CH:7][C:8]([C:12]([C:14]3[CH:19]=[CH:18][C:17]([NH:20][C:21]([C:23]4[N:24]([C:29]([CH3:32])([CH3:31])[CH3:30])[N:25]=[C:26]([CH3:28])[CH:27]=4)=[O:22])=[CH:16][CH:15]=3)=[O:13])=[CH:9][CH:10]=2)[NH:5][C:4]1=[O:33].[CH3:34][N:35]1[CH2:40][CH2:39][N:38]([C:41]2[CH:46]=[CH:45][C:44]([NH2:47])=[CH:43][CH:42]=2)[CH2:37][CH2:36]1, predict the reaction product. The product is: [CH3:34][N:35]1[CH2:36][CH2:37][N:38]([C:41]2[CH:46]=[CH:45][C:44]([NH:47][CH:2]=[C:3]3[C:11]4[C:6](=[CH:7][C:8]([C:12]([C:14]5[CH:15]=[CH:16][C:17]([NH:20][C:21]([C:23]6[N:24]([C:29]([CH3:31])([CH3:30])[CH3:32])[N:25]=[C:26]([CH3:28])[CH:27]=6)=[O:22])=[CH:18][CH:19]=5)=[O:13])=[CH:9][CH:10]=4)[NH:5][C:4]3=[O:33])=[CH:43][CH:42]=2)[CH2:39][CH2:40]1. (8) Given the reactants [C:1]([C:4]1[CH:9]=[CH:8][C:7]([NH:10][C@@H:11]([C:26]2[CH:35]=[C:34]([O:36][CH3:37])[C:29]3[O:30][CH2:31][CH2:32][O:33][C:28]=3[C:27]=2[F:38])[C:12]2[NH:16][C:15](=[O:17])[N:14]([C:18]3[CH:22]=[CH:21][S:20][C:19]=3[C:23]([OH:25])=[O:24])[N:13]=2)=[CH:6][CH:5]=1)(=[NH:3])[NH2:2].[F:39]C1C=C(N)C=CC=1C#N.NC1C=CC(C#N)=CC=1, predict the reaction product. The product is: [C:1]([C:4]1[CH:5]=[CH:6][C:7]([NH:10][C@@H:11]([C:26]2[CH:35]=[C:34]([O:36][CH3:37])[C:29]3[O:30][CH2:31][CH2:32][O:33][C:28]=3[C:27]=2[F:38])[C:12]2[NH:16][C:15](=[O:17])[N:14]([C:18]3[CH:22]=[CH:21][S:20][C:19]=3[C:23]([OH:25])=[O:24])[N:13]=2)=[CH:8][C:9]=1[F:39])(=[NH:2])[NH2:3]. (9) Given the reactants [CH3:1][C@@:2]1([OH:41])[C@H:6]([O:7]CC2C=CC(Cl)=CC=2Cl)[C@@H:5]([CH2:17][O:18]CC2C=CC(Cl)=CC=2Cl)[O:4][C@H:3]1[N:28]1[CH:40]=[C:32]2[CH2:33][CH2:34][C:35]3[CH2:36][NH:37][N:38]=[CH:39][C:30]([C:31]=32)=[N:29]1.B(Cl)(Cl)Cl, predict the reaction product. The product is: [CH3:1][C@@:2]1([OH:41])[C@H:6]([OH:7])[C@@H:5]([CH2:17][OH:18])[O:4][C@H:3]1[N:28]1[CH:40]=[C:32]2[CH2:33][CH2:34][C:35]3[CH2:36][NH:37][N:38]=[CH:39][C:30]([C:31]=32)=[N:29]1. (10) Given the reactants [F:1][C:2]1([F:21])[O:6][C:5]2[CH:7]=[CH:8][C:9]([N:11]3[CH2:15][C:14](=[CH2:16])[S:13]/[C:12]/3=[N:17]\C(=O)C)=[CH:10][C:4]=2[O:3]1.Cl, predict the reaction product. The product is: [F:21][C:2]1([F:1])[O:6][C:5]2[CH:7]=[CH:8][C:9]([N:11]3[CH:15]=[C:14]([CH3:16])[S:13][C:12]3=[NH:17])=[CH:10][C:4]=2[O:3]1.